This data is from Catalyst prediction with 721,799 reactions and 888 catalyst types from USPTO. The task is: Predict which catalyst facilitates the given reaction. (1) Reactant: [Cl:1][C:2]1[CH:3]=[CH:4][C:5]([S:8][C:9]2[O:13][C:12]([C:14]3[CH:19]=[CH:18][C:17]([F:20])=[CH:16][CH:15]=3)=[N:11][C:10]=2[C:21]2[CH:22]=[CH:23][C:24]([C:27]([CH3:33])([CH3:32])[C:28](OC)=[O:29])=[N:25][CH:26]=2)=[N:6][CH:7]=1.CC(C[AlH]CC(C)C)C.[C@H](O)(C([O-])=O)[C@@H](O)C([O-])=O.[Na+].[K+].CCOC(C)=O. Product: [Cl:1][C:2]1[CH:3]=[CH:4][C:5]([S:8][C:9]2[O:13][C:12]([C:14]3[CH:15]=[CH:16][C:17]([F:20])=[CH:18][CH:19]=3)=[N:11][C:10]=2[C:21]2[CH:22]=[CH:23][C:24]([C:27]([CH3:33])([CH3:32])[CH2:28][OH:29])=[N:25][CH:26]=2)=[N:6][CH:7]=1. The catalyst class is: 1. (2) Reactant: [CH2:1]([Li])[CH2:2][CH2:3][CH3:4].[C:6]([N:13]1CCC[CH2:15][C:14]1=O)([O:8][C:9]([CH3:12])([CH3:11])[CH3:10])=[O:7]. Product: [C:9]([O:8][C:6]([N:13]1[CH2:14][CH2:15][C:3](=[CH2:4])[CH2:2][CH2:1]1)=[O:7])([CH3:12])([CH3:11])[CH3:10]. The catalyst class is: 307. (3) Reactant: [F:1][C:2]1[CH:7]=[CH:6][C:5]([N:8]2[C:12]([CH2:13][OH:14])=[C:11]([CH3:15])[N:10]=[N:9]2)=[CH:4][CH:3]=1.[H-].[Na+].Cl[C:19]1[CH:28]=[CH:27][C:22]([C:23]([O:25][CH3:26])=[O:24])=[CH:21][N:20]=1.O. Product: [CH3:26][O:25][C:23](=[O:24])[C:22]1[CH:27]=[CH:28][C:19]([O:14][CH2:13][C:12]2[N:8]([C:5]3[CH:4]=[CH:3][C:2]([F:1])=[CH:7][CH:6]=3)[N:9]=[N:10][C:11]=2[CH3:15])=[N:20][CH:21]=1. The catalyst class is: 1. (4) Reactant: CC1C=CC(S([O:11][CH2:12][C:13]2[CH:18]=[CH:17][CH:16]=[C:15]([Br:19])[N:14]=2)(=O)=O)=CC=1.[NH:20]1[CH:24]=[CH:23][N:22]=[C:21]1[C:25]1[CH:26]=[CH:27][C:28]([CH3:41])=[C:29]([NH:31][C:32](=[O:40])[C:33]2[CH:38]=[CH:37][C:36](O)=[CH:35][CH:34]=2)[CH:30]=1.C([O-])([O-])=O.[K+].[K+]. Product: [NH:20]1[CH:24]=[CH:23][N:22]=[C:21]1[C:25]1[CH:26]=[CH:27][C:28]([CH3:41])=[C:29]([NH:31][C:32](=[O:40])[C:33]2[CH:38]=[CH:37][C:36]([O:11][CH2:12][C:13]3[CH:18]=[CH:17][CH:16]=[C:15]([Br:19])[N:14]=3)=[CH:35][CH:34]=2)[CH:30]=1. The catalyst class is: 23. (5) Reactant: [CH3:13][C:12]([CH3:15])([Si:11]([CH3:17])([CH3:16])[O:10][CH2:9]/[CH:8]=[CH:8]\[CH2:9][O:10][Si:11]([CH3:17])([CH3:16])[C:12]([CH3:15])([CH3:14])[CH3:13])[CH3:14].[O:21]=[O+][O-].C1C=CC(P(C2C=CC=CC=2)C2C=CC=CC=2)=CC=1. Product: [Si:11]([O:10][CH2:9][CH:8]=[O:21])([C:12]([CH3:13])([CH3:14])[CH3:15])([CH3:16])[CH3:17]. The catalyst class is: 2. (6) Reactant: [Cl:1][C:2]1[CH:19]=[CH:18][C:5]([CH2:6][N:7]2[C:12]([CH3:14])([CH3:13])[CH2:11][C:10](=O)[CH2:9][C:8]2([CH3:17])[CH3:16])=[CH:4][CH:3]=1.Cl.[NH2:21][OH:22]. Product: [Cl:1][C:2]1[CH:19]=[CH:18][C:5]([CH2:6][N:7]2[C:12]([CH3:14])([CH3:13])[CH2:11][C:10](=[N:21][OH:22])[CH2:9][C:8]2([CH3:17])[CH3:16])=[CH:4][CH:3]=1. The catalyst class is: 17. (7) Reactant: [CH2:1]([CH:3]1[CH2:12][CH2:11][C:10]2[C:5](=[CH:6][CH:7]=[C:8]([NH:13][S:14]([CH3:17])(=[O:16])=[O:15])[CH:9]=2)[O:4]1)[CH3:2].C1C(=O)N([Br:25])C(=O)C1. Product: [Br:25][C:6]1[CH:7]=[C:8]([NH:13][S:14]([CH3:17])(=[O:16])=[O:15])[CH:9]=[C:10]2[C:5]=1[O:4][CH:3]([CH2:1][CH3:2])[CH2:12][CH2:11]2. The catalyst class is: 10. (8) Reactant: [CH2:1]([Si:3](CC)([C:14]1N(C)C2C([CH:22]=1)=CC=CC=2)[C:4]1[N:5]([CH3:13])[C:6]2[C:11]([CH:12]=1)=[CH:10][CH:9]=[CH:8][CH:7]=2)[CH3:2].[Na+].[Cl-]. Product: [CH2:14]([SiH:3]([CH2:1][CH3:2])[C:4]1[N:5]([CH3:13])[C:6]2[C:11]([CH:12]=1)=[CH:10][CH:9]=[CH:8][CH:7]=2)[CH3:22]. The catalyst class is: 2. (9) Reactant: [CH3:1][C:2]1[CH:3]=[C:4]([CH:17]=[CH:18][CH:19]=1)[CH2:5][C:6]1[NH:7][C:8](=[O:16])[C:9]([C:14]#[N:15])=[C:10](SC)[N:11]=1.[NH:20]1[CH2:24][CH2:23][CH2:22][C@H:21]1[CH2:25][OH:26]. Product: [OH:26][CH2:25][C@@H:21]1[CH2:22][CH2:23][CH2:24][N:20]1[C:10]1[N:11]=[C:6]([CH2:5][C:4]2[CH:17]=[CH:18][CH:19]=[C:2]([CH3:1])[CH:3]=2)[NH:7][C:8](=[O:16])[C:9]=1[C:14]#[N:15]. The catalyst class is: 10. (10) Reactant: [CH2:1]([O:8][C:9]([NH:11][C@H:12]1[CH2:16][CH2:15][N:14]([C@H:17]2[CH2:22][CH2:21][C@@H:20]([NH:23]O)[CH2:19][C@H:18]2[NH:25][C:26](=[O:34])[O:27][CH2:28][CH2:29][Si:30]([CH3:33])([CH3:32])[CH3:31])[C:13]1=[O:35])=[O:10])[C:2]1[CH:7]=[CH:6][CH:5]=[CH:4][CH:3]=1.C[Mg+].[Br-]. Product: [CH2:1]([O:8][C:9]([NH:11][C@H:12]1[CH2:16][CH2:15][N:14]([C@H:17]2[CH2:22][CH2:21][C@@H:20]([NH:23][C:2]([CH3:7])([CH3:3])[CH3:1])[CH2:19][C@H:18]2[NH:25][C:26](=[O:34])[O:27][CH2:28][CH2:29][Si:30]([CH3:33])([CH3:32])[CH3:31])[C:13]1=[O:35])=[O:10])[C:2]1[CH:7]=[CH:6][CH:5]=[CH:4][CH:3]=1. The catalyst class is: 21.